Dataset: Full USPTO retrosynthesis dataset with 1.9M reactions from patents (1976-2016). Task: Predict the reactants needed to synthesize the given product. (1) Given the product [Cl:57][C:54]1[CH:53]=[CH:52][C:51]([C:48]2([C:32]3[C:31]([OH:38])=[C:8]([C:23]([OH:25])=[O:24])[C:30]4[C:34](=[CH:35][CH:36]=[C:28]([C:27]([F:26])([F:39])[F:40])[CH:29]=4)[N:33]=3)[CH2:49][CH2:50]2)=[CH:56][CH:55]=1, predict the reactants needed to synthesize it. The reactants are: C(C1C=CC=C2C=1N=C(C1(C3C=CC=CC=3)CC1)C(O)=[C:8]2[C:23]([OH:25])=[O:24])C.[F:26][C:27]([F:40])([F:39])[C:28]1[CH:29]=[C:30]2[C:34](=[CH:35][CH:36]=1)[NH:33][C:32](=O)[C:31]2=[O:38].C(OCC([C:48]1([C:51]2[CH:56]=[CH:55][C:54]([Cl:57])=[CH:53][CH:52]=2)[CH2:50][CH2:49]1)=O)(=O)C. (2) Given the product [F:43][C:42]([F:45])([F:44])[C:40]([OH:46])=[O:41].[C:55](=[O:56])([O:31][C:32]1[CH:39]=[CH:38][C:35]([C:36]2[C:9]3[CH:10]=[C:11]([O:29][CH3:30])[C:12]([O:14][CH2:15][CH:16]4[CH2:17][CH2:18][N:19]([CH3:22])[CH2:20][CH2:21]4)=[CH:13][C:8]=3[C:3]3[C:4]([CH3:7])=[N:5][NH:6][C:2]=3[N:1]=2)=[CH:34][CH:33]=1)[O:57][C:58]([CH3:59])([CH3:60])[CH3:61], predict the reactants needed to synthesize it. The reactants are: [NH2:1][C:2]1[NH:6][N:5]=[C:4]([CH3:7])[C:3]=1[C:8]1[CH:9]=[CH:10][C:11]([O:29][CH3:30])=[C:12]([O:14][CH2:15][CH:16]2[CH2:21][CH2:20][N:19]([C:22](OC(C)(C)C)=O)[CH2:18][CH2:17]2)[CH:13]=1.[OH:31][C:32]1[CH:39]=[CH:38][C:35]([CH:36]=O)=[CH:34][CH:33]=1.[C:40]([OH:46])([C:42]([F:45])([F:44])[F:43])=[O:41].[C:55](O[C:55]([O:57][C:58]([CH3:61])([CH3:60])[CH3:59])=[O:56])([O:57][C:58]([CH3:61])([CH3:60])[CH3:59])=[O:56]. (3) Given the product [CH2:14]([O:16][C:17]([C:19]1([NH:28][C:11]([C:1]2[C:10]3[C:5](=[CH:6][CH:7]=[CH:8][CH:9]=3)[CH:4]=[CH:3][CH:2]=2)=[O:13])[CH2:27][C:26]2[C:21](=[CH:22][CH:23]=[CH:24][CH:25]=2)[CH2:20]1)=[O:18])[CH3:15], predict the reactants needed to synthesize it. The reactants are: [C:1]1([C:11]([OH:13])=O)[C:10]2[C:5](=[CH:6][CH:7]=[CH:8][CH:9]=2)[CH:4]=[CH:3][CH:2]=1.[CH2:14]([O:16][C:17]([C:19]1([NH2:28])[CH2:27][C:26]2[C:21](=[CH:22][CH:23]=[CH:24][CH:25]=2)[CH2:20]1)=[O:18])[CH3:15].CN(C(ON1N=NC2C=CC=NC1=2)=[N+](C)C)C.F[P-](F)(F)(F)(F)F.CCN(C(C)C)C(C)C. (4) The reactants are: [Cl:1][C:2]1[CH:7]=[CH:6][C:5]([N:8]2[C@@H:12]([C:13]3[CH:18]=[CH:17][CH:16]=[C:15]([C:19]([F:22])([F:21])[F:20])[CH:14]=3)[CH2:11][N:10]([CH2:23][C:24]3[CH:25]=[N:26][C:27](Cl)=[CH:28][CH:29]=3)[C:9]2=[O:31])=[CH:4][CH:3]=1.[NH:32]1[CH2:37][CH2:36][CH2:35][CH2:34][CH2:33]1. Given the product [Cl:1][C:2]1[CH:3]=[CH:4][C:5]([N:8]2[C@@H:12]([C:13]3[CH:18]=[CH:17][CH:16]=[C:15]([C:19]([F:20])([F:22])[F:21])[CH:14]=3)[CH2:11][N:10]([CH2:23][C:24]3[CH:25]=[N:26][C:27]([N:32]4[CH2:37][CH2:36][CH2:35][CH2:34][CH2:33]4)=[CH:28][CH:29]=3)[C:9]2=[O:31])=[CH:6][CH:7]=1, predict the reactants needed to synthesize it.